Dataset: Catalyst prediction with 721,799 reactions and 888 catalyst types from USPTO. Task: Predict which catalyst facilitates the given reaction. (1) Reactant: [C:1]([O-:4])(O)=O.[Na+].[CH3:6][C:7]([CH3:14])([CH2:11][CH:12]=[CH2:13])[CH2:8][CH2:9][NH2:10].C(Cl)(Cl)=O.C1(C)C=CC=CC=1. Product: [N:10]([CH2:9][CH2:8][C:7]([CH3:14])([CH3:6])[CH2:11][CH:12]=[CH2:13])=[C:1]=[O:4]. The catalyst class is: 2. (2) Reactant: CO.[OH:3][CH2:4][CH2:5][NH:6][C:7]1[CH:13]=[CH:12][C:11]([C:14]2[O:15][C:16]3[CH:22]=[CH:21][CH:20]=[CH:19][C:17]=3[N:18]=2)=[CH:10][C:8]=1[NH2:9].Cl.[C:24](=N)(OC)[CH3:25]. The catalyst class is: 6. Product: [O:15]1[C:16]2[CH:22]=[CH:21][CH:20]=[CH:19][C:17]=2[N:18]=[C:14]1[C:11]1[CH:12]=[CH:13][C:7]2[N:6]([CH2:5][CH2:4][OH:3])[C:24]([CH3:25])=[N:9][C:8]=2[CH:10]=1. (3) Reactant: [N:1]1([C:7]2[CH:14]=[CH:13][C:10]([CH:11]=O)=[C:9]([C:15]([F:18])([F:17])[F:16])[CH:8]=2)[CH2:6][CH2:5][O:4][CH2:3][CH2:2]1.[CH3:19][C:20]1([CH3:33])[CH2:25][NH:24][CH2:23][CH2:22][N:21]1[C:26]([O:28][C:29]([CH3:32])([CH3:31])[CH3:30])=[O:27].ClCCCl.C(O[BH-](OC(=O)C)OC(=O)C)(=O)C.[Na+]. Product: [CH3:19][C:20]1([CH3:33])[CH2:25][N:24]([CH2:11][C:10]2[CH:13]=[CH:14][C:7]([N:1]3[CH2:6][CH2:5][O:4][CH2:3][CH2:2]3)=[CH:8][C:9]=2[C:15]([F:18])([F:17])[F:16])[CH2:23][CH2:22][N:21]1[C:26]([O:28][C:29]([CH3:32])([CH3:31])[CH3:30])=[O:27]. The catalyst class is: 6.